This data is from Catalyst prediction with 721,799 reactions and 888 catalyst types from USPTO. The task is: Predict which catalyst facilitates the given reaction. (1) Reactant: C([Li])CCC.C([Mg]Cl)CCC.Br[C:13]1[CH:18]=[C:17]([C:19]([F:22])([F:21])[F:20])[CH:16]=[C:15]([Br:23])[CH:14]=1.CN([CH:27]=[O:28])C.[Cl-].[NH4+]. Product: [Br:23][C:15]1[CH:14]=[C:13]([CH:18]=[C:17]([C:19]([F:22])([F:21])[F:20])[CH:16]=1)[CH:27]=[O:28]. The catalyst class is: 11. (2) Reactant: [F:1][C:2]1([F:19])[O:6][C:5]2[CH:7]=[CH:8][C:9]([O:15]COC)=[C:10]([C:11]([O:13][CH3:14])=[O:12])[C:4]=2[O:3]1.C(O)(C(F)(F)F)=O. Product: [F:19][C:2]1([F:1])[O:6][C:5]2[CH:7]=[CH:8][C:9]([OH:15])=[C:10]([C:11]([O:13][CH3:14])=[O:12])[C:4]=2[O:3]1. The catalyst class is: 4. (3) Product: [CH3:1][O:2][C:3]1[C:4]([CH3:33])=[C:5]([C:24]([O:31][CH3:32])=[C:25]([O:29][CH3:30])[C:26]=1[O:27][CH3:28])[CH2:6][C:7]1[C:8]([OH:16])=[C:9]([CH:13]=[CH:14][CH:15]=1)[C:10]([OH:12])=[O:11]. The catalyst class is: 29. Reactant: [CH3:1][O:2][C:3]1[C:4]([CH3:33])=[C:5]([C:24]([O:31][CH3:32])=[C:25]([O:29][CH3:30])[C:26]=1[O:27][CH3:28])[CH2:6][C:7]1[C:8]([O:16]CC2C=CC=CC=2)=[C:9]([CH:13]=[CH:14][CH:15]=1)[C:10]([OH:12])=[O:11].[H][H].